Dataset: Forward reaction prediction with 1.9M reactions from USPTO patents (1976-2016). Task: Predict the product of the given reaction. (1) Given the reactants [F:1][C:2]1[CH:7]=[CH:6][C:5]([S:8][CH2:9][CH2:10][CH2:11][C:12]([N:14]([CH2:16][C:17]2[CH:22]=[CH:21][CH:20]=[CH:19][C:18]=2[O:23][CH3:24])[CH3:15])=[O:13])=[CH:4][CH:3]=1.OO.[OH2:27].C(O)(=[O:30])C, predict the reaction product. The product is: [F:1][C:2]1[CH:3]=[CH:4][C:5]([S:8]([CH2:9][CH2:10][CH2:11][C:12]([N:14]([CH2:16][C:17]2[CH:22]=[CH:21][CH:20]=[CH:19][C:18]=2[O:23][CH3:24])[CH3:15])=[O:13])(=[O:30])=[O:27])=[CH:6][CH:7]=1. (2) Given the reactants [C:1]([O:5][C:6]([NH:8][C@@H:9]1[CH2:14][CH2:13][CH2:12][CH2:11][C@@H:10]1[C:15]([OH:17])=O)=[O:7])([CH3:4])([CH3:3])[CH3:2].C([N:20]([CH2:23][CH3:24])[CH2:21][CH3:22])C.CCOC(OC(O[CH2:34][CH3:35])=O)=O.C(=O)([O-])O.[Na+].[CH3:41][N:42]([CH:44]=O)C, predict the reaction product. The product is: [C:9]1([C@H:41]2[C@H:22]3[CH2:24][CH2:23][N:20]([C:15]([C@H:10]4[CH2:11][CH2:12][CH2:13][CH2:14][C@H:9]4[NH:8][C:6](=[O:7])[O:5][C:1]([CH3:2])([CH3:3])[CH3:4])=[O:17])[C@H:21]3[C:35]3[CH:34]=[CH:3][CH:1]=[CH:2][C:44]=3[NH:42]2)[CH:14]=[CH:13][CH:12]=[CH:11][CH:10]=1. (3) Given the reactants [C:1]([O:5][C:6]([N:8]1[CH2:13][CH2:12][C:11]([CH3:17])([C:14]([OH:16])=O)[CH2:10][CH2:9]1)=[O:7])([CH3:4])([CH3:3])[CH3:2].[F:18][C:19]1[CH:32]=[CH:31][C:22]([O:23][C:24]2[CH:25]=[C:26]([CH:28]=[CH:29][CH:30]=2)[NH2:27])=[CH:21][CH:20]=1.C1CCC(N=C=NC2CCCCC2)CC1.C1C=NC2N(O)N=NC=2C=1, predict the reaction product. The product is: [F:18][C:19]1[CH:32]=[CH:31][C:22]([O:23][C:24]2[CH:25]=[C:26]([NH:27][C:14]([C:11]3([CH3:17])[CH2:10][CH2:9][N:8]([C:6]([O:5][C:1]([CH3:2])([CH3:3])[CH3:4])=[O:7])[CH2:13][CH2:12]3)=[O:16])[CH:28]=[CH:29][CH:30]=2)=[CH:21][CH:20]=1.